From a dataset of Catalyst prediction with 721,799 reactions and 888 catalyst types from USPTO. Predict which catalyst facilitates the given reaction. (1) Reactant: [Br:1][CH2:2][CH2:3][C:4]([C:6]1[CH:11]=[CH:10][CH:9]=[CH:8][CH:7]=1)=O.CO.[NH2:14][NH:15][C:16]([NH2:18])=[S:17]. Product: [Br:1][CH2:2][CH2:3][C:4](=[N:14][NH:15][C:16]([NH2:18])=[S:17])[C:6]1[CH:11]=[CH:10][CH:9]=[CH:8][CH:7]=1. The catalyst class is: 52. (2) Reactant: [CH3:1][O:2][C:3]([C:5]1[CH:6]=[C:7]2[C:12](=[CH:13][CH:14]=1)[N:11]1[C:15]([O:18]C)=[N:16][N:17]=[C:10]1[C:9]([NH:20][CH2:21][CH2:22][C:23]1[CH:28]=[CH:27][N:26]=[CH:25][CH:24]=1)=[N:8]2)=[O:4].Br. Product: [CH3:1][O:2][C:3]([C:5]1[CH:6]=[C:7]2[C:12](=[CH:13][CH:14]=1)[N:11]1[C:15](=[O:18])[NH:16][N:17]=[C:10]1[C:9]([NH:20][CH2:21][CH2:22][C:23]1[CH:24]=[CH:25][N:26]=[CH:27][CH:28]=1)=[N:8]2)=[O:4]. The catalyst class is: 52.